The task is: Regression. Given a peptide amino acid sequence and an MHC pseudo amino acid sequence, predict their binding affinity value. This is MHC class II binding data.. This data is from Peptide-MHC class II binding affinity with 134,281 pairs from IEDB. (1) The peptide sequence is GGLPLAGAGGAGAGP. The MHC is HLA-DPA10301-DPB10402 with pseudo-sequence HLA-DPA10301-DPB10402. The binding affinity (normalized) is 0.0879. (2) The peptide sequence is IKTLKFDALSGSQEV. The MHC is HLA-DQA10303-DQB10402 with pseudo-sequence HLA-DQA10303-DQB10402. The binding affinity (normalized) is 0.340.